Dataset: Retrosynthesis with 50K atom-mapped reactions and 10 reaction types from USPTO. Task: Predict the reactants needed to synthesize the given product. Given the product CC1Cc2c(F)cccc2N1C(=O)Cc1nc(N2CCOCC2)cc(=O)n1C, predict the reactants needed to synthesize it. The reactants are: CC1Cc2c(F)cccc2N1.Cn1c(CC(=O)[O-])nc(N2CCOCC2)cc1=O.